Regression/Classification. Given a drug SMILES string, predict its absorption, distribution, metabolism, or excretion properties. Task type varies by dataset: regression for continuous measurements (e.g., permeability, clearance, half-life) or binary classification for categorical outcomes (e.g., BBB penetration, CYP inhibition). Dataset: b3db_classification. From a dataset of Blood-brain barrier permeability classification from the B3DB database. (1) The molecule is COC(=O)[C@H]1[C@H]2C[C@@H]3c4[nH]c5cc(OC)ccc5c4CCN3C[C@H]2C[C@H](OC)[C@@H]1OC. The result is 1 (penetrates BBB). (2) The molecule is CO/N=C(\C(=O)NC1C(=O)N2C(C(=O)O)=C(C)CS[C@@H]12)c1csc(N)n1. The result is 0 (does not penetrate BBB). (3) The compound is CC(=O)NC(C=O)C(O)C(O)C(O)CO. The result is 0 (does not penetrate BBB). (4) The compound is CCCCCCCCCC(=O)OC1(c2ccc(Cl)cc2)CCN(CCCC(=O)c2ccc(F)cc2)CC1. The result is 1 (penetrates BBB). (5) The molecule is CCc1cccc2cc(C(O)CNC(C)(C)C)oc12. The result is 0 (does not penetrate BBB). (6) The compound is CCOc1ccccc1OCCNC(C)Cc1ccc(OC)c(S(N)(=O)=O)c1. The result is 0 (does not penetrate BBB). (7) The compound is CC(C)C1NC(=O)[C@@H](C(C)C)OC(=O)[C@H](C(C)C)NC(=O)[C@H](C)OC(=O)[C@@H](C(C)C)NC(=O)[C@@H](C(C)C)OC(=O)[C@H](C(C)C)NC(=O)[C@H](C)OC(=O)[C@@H](C(C)C)NC(=O)[C@@H](C(C)C)OC(=O)[C@H](C(C)C)NC(=O)[C@H](C)OC1=O. The result is 0 (does not penetrate BBB).